This data is from Full USPTO retrosynthesis dataset with 1.9M reactions from patents (1976-2016). The task is: Predict the reactants needed to synthesize the given product. (1) Given the product [F:1][C:2]1[CH:7]=[C:6]([F:8])[CH:5]=[C:4]([O:9][CH3:10])[C:3]=1[O:11][CH2:12][CH:14]1[CH2:15][O:16]1, predict the reactants needed to synthesize it. The reactants are: [F:1][C:2]1[CH:7]=[C:6]([F:8])[CH:5]=[C:4]([O:9][CH3:10])[C:3]=1[OH:11].[CH2:12]([CH:14]1[O:16][CH2:15]1)Br.[OH-].[K+].O. (2) Given the product [Cl:21][C:9]1[N:10]=[C:11]([N:15]2[CH2:16][CH2:17][O:18][CH2:19][CH2:20]2)[C:12]2[N:13]=[CH:14][C:5]([CH2:4][N:1]3[CH:26]=[C:25]([CH2:24][O:23][CH3:22])[N:3]=[N:2]3)=[CH:6][C:7]=2[N:8]=1, predict the reactants needed to synthesize it. The reactants are: [N:1]([CH2:4][C:5]1[CH:14]=[N:13][C:12]2[C:11]([N:15]3[CH2:20][CH2:19][O:18][CH2:17][CH2:16]3)=[N:10][C:9]([Cl:21])=[N:8][C:7]=2[CH:6]=1)=[N+:2]=[N-:3].[CH3:22][O:23][CH:24](O[CH:24]([O:23][CH3:22])[C:25]#[CH:26])[C:25]#[CH:26].C(N(CC)CC)C. (3) Given the product [C:1]([C:3]1[CH:8]=[CH:7][C:6]([NH:9][C:10](=[O:11])[C:12]([OH:20])([CH:21]2[CH2:22][CH2:23][NH:24][CH2:25][CH2:26]2)[CH2:13][C:14]2[CH:15]=[CH:16][CH:17]=[CH:18][CH:19]=2)=[CH:5][C:4]=1[C:34]([F:35])([F:37])[F:36])#[N:2], predict the reactants needed to synthesize it. The reactants are: [C:1]([C:3]1[CH:8]=[CH:7][C:6]([NH:9][C:10]([C:12]([CH:21]2[CH2:26][CH2:25][N:24](C(OC(C)(C)C)=O)[CH2:23][CH2:22]2)([OH:20])[CH2:13][C:14]2[CH:19]=[CH:18][CH:17]=[CH:16][CH:15]=2)=[O:11])=[CH:5][C:4]=1[C:34]([F:37])([F:36])[F:35])#[N:2].FC(F)(F)C(O)=O.C(=O)([O-])[O-].[Na+].[Na+].C(=O)([O-])[O-].[K+].[K+]. (4) Given the product [C:1]([O:5][C:6](=[O:22])[NH:7][CH2:8][CH2:9][O:10][C:11]1[CH:16]=[CH:15][C:14]([CH2:17][CH2:18][CH2:19][CH2:20][NH:21][C:36]([NH2:39])=[N:35][C:33]([C:26]2[C:25]([NH2:24])=[N:30][C:29]([NH2:31])=[C:28]([Cl:32])[N:27]=2)=[O:34])=[CH:13][CH:12]=1)([CH3:4])([CH3:2])[CH3:3], predict the reactants needed to synthesize it. The reactants are: [C:1]([O:5][C:6](=[O:22])[NH:7][CH2:8][CH2:9][O:10][C:11]1[CH:16]=[CH:15][C:14]([CH2:17][CH2:18][CH2:19][CH2:20][NH2:21])=[CH:13][CH:12]=1)([CH3:4])([CH3:3])[CH3:2].I.[NH2:24][C:25]1[C:26]([C:33]([NH:35][C:36](=[NH:39])SC)=[O:34])=[N:27][C:28]([Cl:32])=[C:29]([NH2:31])[N:30]=1.C(N(CC)CC)C. (5) Given the product [CH:25]1([C:2]2[CH:3]=[C:4]([C:20]([OH:22])=[O:21])[C:5](=[O:19])[N:6]([C:9]3[CH:14]=[CH:13][CH:12]=[C:11]([C:15]([F:17])([F:16])[F:18])[CH:10]=3)[C:7]=2[CH3:8])[CH2:27][CH2:26]1, predict the reactants needed to synthesize it. The reactants are: I[C:2]1[CH:3]=[C:4]([C:20]([O:22]CC)=[O:21])[C:5](=[O:19])[N:6]([C:9]2[CH:14]=[CH:13][CH:12]=[C:11]([C:15]([F:18])([F:17])[F:16])[CH:10]=2)[C:7]=1[CH3:8].[CH:25]1(B(O)O)[CH2:27][CH2:26]1.P(C1CCCCC1)(C1CCCCC1)C1CCCCC1.[OH-].[Na+].